This data is from Forward reaction prediction with 1.9M reactions from USPTO patents (1976-2016). The task is: Predict the product of the given reaction. (1) Given the reactants C1C(=O)N([Br:8])C(=O)C1.[Cl:9][C:10]1[S:14][C:13]([C:15]2[NH:20][C:19](=[O:21])[C:18]([CH3:22])=[C:17]([CH3:23])[N:16]=2)=[CH:12][CH:11]=1, predict the reaction product. The product is: [Br:8][CH2:22][C:18]1[C:19](=[O:21])[NH:20][C:15]([C:13]2[S:14][C:10]([Cl:9])=[CH:11][CH:12]=2)=[N:16][C:17]=1[CH3:23]. (2) The product is: [F:23][C:2]([F:1])([F:24])[C:3]1[CH:8]=[C:7]([C:9]([F:12])([F:11])[F:10])[CH:6]=[CH:5][C:4]=1[CH:13]([N:15]1[CH2:16][CH2:17][CH:18]([CH2:21][OH:22])[CH2:19][CH2:20]1)[CH3:14]. Given the reactants [F:1][C:2]([F:24])([F:23])[C:3]1[CH:8]=[C:7]([C:9]([F:12])([F:11])[F:10])[CH:6]=[CH:5][C:4]=1[C:13]([N:15]1[CH2:20][CH2:19][CH:18]([CH2:21][OH:22])[CH2:17][CH2:16]1)=[CH2:14].[BH4-].[Na+].C(=O)([O-])O.[Na+], predict the reaction product. (3) Given the reactants [Cl:1][C:2]1[N:7]=[N:6][C:5]([NH:8][C:9]2[CH:14]=[CH:13][C:12]([I:15])=[CH:11][C:10]=2[F:16])=[C:4]([C:17]([NH:19][O:20][CH2:21][C@H:22]2[CH2:26][O:25]C(C)(C)[O:23]2)=[O:18])[CH:3]=1, predict the reaction product. The product is: [OH:23][CH:22]([CH2:26][OH:25])[CH2:21][O:20][NH:19][C:17]([C:4]1[CH:3]=[C:2]([Cl:1])[N:7]=[N:6][C:5]=1[NH:8][C:9]1[CH:14]=[CH:13][C:12]([I:15])=[CH:11][C:10]=1[F:16])=[O:18]. (4) Given the reactants [SH:1][C:2]1[S:3][C:4]2[CH:10]=[C:9]([C:11]#[N:12])[CH:8]=[CH:7][C:5]=2[N:6]=1.[Cl:13][C:14]1[CH:19]=[C:18]([N+:20]([O-:22])=[O:21])[CH:17]=[CH:16][C:15]=1F.[H-].[Na+], predict the reaction product. The product is: [Cl:13][C:14]1[CH:19]=[C:18]([N+:20]([O-:22])=[O:21])[CH:17]=[CH:16][C:15]=1[S:1][C:2]1[S:3][C:4]2[CH:10]=[C:9]([C:11]#[N:12])[CH:8]=[CH:7][C:5]=2[N:6]=1. (5) Given the reactants Br[C:2]1[CH:7]=[CH:6][CH:5]=[CH:4][C:3]=1[C:8]1[CH:13]=[CH:12][CH:11]=[C:10]([C:14]2[CH:15]=[C:16]([C:24]([CH3:30])([S:26]([CH3:29])(=[O:28])=[O:27])[CH3:25])[CH:17]=[C:18]3[C:23]=2[N:22]=[CH:21][CH:20]=[CH:19]3)[CH:9]=1.[C:31]([C:34]1[CH:39]=[CH:38][C:37](B(O)O)=[CH:36][CH:35]=1)(=[O:33])[CH3:32], predict the reaction product. The product is: [CH3:30][C:24]([C:16]1[CH:17]=[C:18]2[C:23](=[C:14]([C:10]3[CH:9]=[C:8]([C:3]4[C:2]([C:37]5[CH:38]=[CH:39][C:34]([C:31](=[O:33])[CH3:32])=[CH:35][CH:36]=5)=[CH:7][CH:6]=[CH:5][CH:4]=4)[CH:13]=[CH:12][CH:11]=3)[CH:15]=1)[N:22]=[CH:21][CH:20]=[CH:19]2)([S:26]([CH3:29])(=[O:28])=[O:27])[CH3:25]. (6) Given the reactants [N:1]1([CH2:7][CH2:8][OH:9])[CH2:6][CH2:5][O:4][CH2:3][CH2:2]1.[H-].[Na+].[Cl:12][C:13]1[CH:18]=[CH:17][C:16]([C:19](=[O:29])[NH:20][CH2:21][C:22]2[CH:27]=[CH:26][CH:25]=[C:24]([Cl:28])[CH:23]=2)=[CH:15][C:14]=1[NH:30][C:31]([C:33]1[C:46](=[O:47])[NH:45][C:36]2[N:37]=[C:38](S(C)(=O)=O)[N:39]=[CH:40][C:35]=2[CH:34]=1)=[O:32], predict the reaction product. The product is: [Cl:12][C:13]1[CH:18]=[CH:17][C:16]([C:19](=[O:29])[NH:20][CH2:21][C:22]2[CH:27]=[CH:26][CH:25]=[C:24]([Cl:28])[CH:23]=2)=[CH:15][C:14]=1[NH:30][C:31]([C:33]1[C:46](=[O:47])[NH:45][C:36]2[N:37]=[C:38]([O:9][CH2:8][CH2:7][N:1]3[CH2:6][CH2:5][O:4][CH2:3][CH2:2]3)[N:39]=[CH:40][C:35]=2[CH:34]=1)=[O:32]. (7) Given the reactants C(O)(C(F)(F)F)=O.C(O[C:13]([N:15](C)[C@@H:16]([CH3:49])[C:17]([NH:19][CH2:20][C:21](=[C:23]1[CH2:28][CH2:27][CH2:26][N:25]([C:29]2[C:38]([O:39][CH3:40])=[C:37]3[C:32]([C:33](=[O:47])[C:34]([C:44]([OH:46])=[O:45])=[CH:35][N:36]3[CH:41]3[CH2:43][CH2:42]3)=[CH:31][C:30]=2[F:48])[CH2:24]1)[F:22])=[O:18])=O)(C)(C)C.C(Cl)[Cl:52], predict the reaction product. The product is: [ClH:52].[CH:41]1([N:36]2[C:37]3[C:32](=[CH:31][C:30]([F:48])=[C:29]([N:25]4[CH2:26][CH2:27][CH2:28][C:23](=[C:21]([F:22])[CH2:20][NH:19][C:17](=[O:18])[C@@H:16]([NH:15][CH3:13])[CH3:49])[CH2:24]4)[C:38]=3[O:39][CH3:40])[C:33](=[O:47])[C:34]([C:44]([OH:46])=[O:45])=[CH:35]2)[CH2:42][CH2:43]1.